This data is from NCI-60 drug combinations with 297,098 pairs across 59 cell lines. The task is: Regression. Given two drug SMILES strings and cell line genomic features, predict the synergy score measuring deviation from expected non-interaction effect. (1) Drug 1: C1=CC(=CC=C1CCCC(=O)O)N(CCCl)CCCl. Drug 2: CCN(CC)CCNC(=O)C1=C(NC(=C1C)C=C2C3=C(C=CC(=C3)F)NC2=O)C. Cell line: SN12C. Synergy scores: CSS=10.8, Synergy_ZIP=-10.7, Synergy_Bliss=-6.04, Synergy_Loewe=-5.30, Synergy_HSA=-5.16. (2) Drug 1: C1CN1P(=S)(N2CC2)N3CC3. Drug 2: CNC(=O)C1=NC=CC(=C1)OC2=CC=C(C=C2)NC(=O)NC3=CC(=C(C=C3)Cl)C(F)(F)F. Cell line: SK-MEL-2. Synergy scores: CSS=13.0, Synergy_ZIP=-6.56, Synergy_Bliss=-3.86, Synergy_Loewe=-5.83, Synergy_HSA=-3.25.